From a dataset of Forward reaction prediction with 1.9M reactions from USPTO patents (1976-2016). Predict the product of the given reaction. (1) Given the reactants [O:1]1CCCO[CH:2]1[C:7]1[S:11][C:10]([C:12]([N:14]([CH3:16])[CH3:15])=[O:13])=[N:9][CH:8]=1.S1C(C=O)=CN=C1, predict the reaction product. The product is: [CH:2]([C:7]1[S:11][C:10]([C:12]([N:14]([CH3:16])[CH3:15])=[O:13])=[N:9][CH:8]=1)=[O:1]. (2) The product is: [C:22]1([C:2]2[CH:3]=[C:4]3[C:9](=[CH:10][CH:11]=2)[NH:8][C:7](=[O:12])[CH2:6][CH2:5]3)[CH2:21][CH2:10][CH2:11][CH2:2][CH:3]=1. Given the reactants Br[C:2]1[CH:3]=[C:4]2[C:9](=[CH:10][CH:11]=1)[NH:8][C:7](=[O:12])[CH2:6][CH2:5]2.C[O-].[Na+].O.C(O[CH2:21][CH3:22])(=O)C, predict the reaction product. (3) Given the reactants CC1C=CC(N)=CC=1N1C2N(N=C(C3C=NC=CC=3)C=2)C=C1.C(OC(NCCCOC1C=C(C=C(S(F)(F)(F)(F)F)C=1)C(O)=O)=O)(C)(C)C.[CH3:50][C:51]1[CH:56]=[CH:55][C:54]([NH:57][C:58]([C:60]2[CH:61]=[C:62]([CH:75]=[C:76]([S:78]([F:83])([F:82])([F:81])([F:80])[F:79])[CH:77]=2)[O:63][CH2:64][CH2:65][CH2:66][NH:67]C(=O)OC(C)(C)C)=[O:59])=[CH:53][C:52]=1[N:84]1[C:91]2[N:87]([N:88]=[C:89]([C:92]3[CH:93]=[N:94][CH:95]=[CH:96][CH:97]=3)[CH:90]=2)[CH:86]=[CH:85]1.Cl, predict the reaction product. The product is: [NH2:67][CH2:66][CH2:65][CH2:64][O:63][C:62]1[CH:61]=[C:60]([CH:77]=[C:76]([S:78]([F:80])([F:83])([F:82])([F:81])[F:79])[CH:75]=1)[C:58]([NH:57][C:54]1[CH:55]=[CH:56][C:51]([CH3:50])=[C:52]([N:84]2[C:91]3[N:87]([N:88]=[C:89]([C:92]4[CH:93]=[N:94][CH:95]=[CH:96][CH:97]=4)[CH:90]=3)[CH:86]=[CH:85]2)[CH:53]=1)=[O:59]. (4) The product is: [C:27]([C@@H:26]([NH:25][C:10](=[O:12])[C@@H:9]([NH:8][C:6]([O:5][C:1]([CH3:2])([CH3:4])[CH3:3])=[O:7])[CH2:13][C:14]1[C:23]2[C:18](=[CH:19][CH:20]=[CH:21][CH:22]=2)[CH:17]=[CH:16][CH:15]=1)[CH2:30][CH:31]([CH3:32])[CH3:34])(=[O:28])[NH2:29]. Given the reactants [C:1]([O:5][C:6]([NH:8][C@@H:9]([CH2:13][C:14]1[C:23]2[C:18](=[CH:19][CH:20]=[CH:21][CH:22]=2)[CH:17]=[CH:16][CH:15]=1)[C:10]([OH:12])=O)=[O:7])([CH3:4])([CH3:3])[CH3:2].Cl.[NH2:25][C@@H:26]([C@@H:30](C)[CH2:31][CH3:32])[C:27]([NH2:29])=[O:28].[CH3:34]CN=C=NCCCN(C)C.Cl.C1C=CC2N(O)N=NC=2C=1.CCN(C(C)C)C(C)C, predict the reaction product. (5) Given the reactants Br[C:2]1[CH:3]=[C:4]([C:16]([NH:18][CH2:19][C:20]2[C:21](=[O:28])[NH:22][C:23]([CH3:27])=[CH:24][C:25]=2[CH3:26])=[O:17])[C:5]2[CH:6]=[N:7][N:8]([CH:11]3[CH2:15][CH2:14][CH2:13][CH2:12]3)[C:9]=2[CH:10]=1.[CH3:29][N:30](C)C(=O)C.C([O-])(O)=O.[Na+], predict the reaction product. The product is: [C:29]([C:2]1[CH:3]=[C:4]([C:16]([NH:18][CH2:19][C:20]2[C:21](=[O:28])[NH:22][C:23]([CH3:27])=[CH:24][C:25]=2[CH3:26])=[O:17])[C:5]2[CH:6]=[N:7][N:8]([CH:11]3[CH2:15][CH2:14][CH2:13][CH2:12]3)[C:9]=2[CH:10]=1)#[N:30]. (6) Given the reactants Cl[C:2]1[C:3]2[CH:10]=[C:9]([C:11]([O:13][C:14]([CH3:17])([CH3:16])[CH3:15])=[O:12])[NH:8][C:4]=2[N:5]=[CH:6][N:7]=1.[C:18]([C:22]1[CH:47]=[CH:46][C:25]([C:26]([NH:28][CH2:29][C:30]2[CH:35]=[CH:34][C:33](B3OC(C)(C)C(C)(C)O3)=[CH:32][C:31]=2[F:45])=[O:27])=[CH:24][CH:23]=1)([CH3:21])([CH3:20])[CH3:19].C(=O)([O-])[O-].[K+].[K+].COCCOC, predict the reaction product. The product is: [C:14]([O:13][C:11]([C:9]1[NH:8][C:4]2[N:5]=[CH:6][N:7]=[C:2]([C:33]3[CH:34]=[CH:35][C:30]([CH2:29][NH:28][C:26](=[O:27])[C:25]4[CH:24]=[CH:23][C:22]([C:18]([CH3:19])([CH3:21])[CH3:20])=[CH:47][CH:46]=4)=[C:31]([F:45])[CH:32]=3)[C:3]=2[CH:10]=1)=[O:12])([CH3:17])([CH3:16])[CH3:15].